Task: Regression. Given two drug SMILES strings and cell line genomic features, predict the synergy score measuring deviation from expected non-interaction effect.. Dataset: NCI-60 drug combinations with 297,098 pairs across 59 cell lines (1) Drug 1: CC12CCC3C(C1CCC2O)C(CC4=C3C=CC(=C4)O)CCCCCCCCCS(=O)CCCC(C(F)(F)F)(F)F. Drug 2: B(C(CC(C)C)NC(=O)C(CC1=CC=CC=C1)NC(=O)C2=NC=CN=C2)(O)O. Cell line: OVCAR-8. Synergy scores: CSS=27.0, Synergy_ZIP=0.257, Synergy_Bliss=-0.558, Synergy_Loewe=-46.2, Synergy_HSA=-1.77. (2) Drug 1: CC1C(C(=O)NC(C(=O)N2CCCC2C(=O)N(CC(=O)N(C(C(=O)O1)C(C)C)C)C)C(C)C)NC(=O)C3=C4C(=C(C=C3)C)OC5=C(C(=O)C(=C(C5=N4)C(=O)NC6C(OC(=O)C(N(C(=O)CN(C(=O)C7CCCN7C(=O)C(NC6=O)C(C)C)C)C)C(C)C)C)N)C. Drug 2: CC1=C(N=C(N=C1N)C(CC(=O)N)NCC(C(=O)N)N)C(=O)NC(C(C2=CN=CN2)OC3C(C(C(C(O3)CO)O)O)OC4C(C(C(C(O4)CO)O)OC(=O)N)O)C(=O)NC(C)C(C(C)C(=O)NC(C(C)O)C(=O)NCCC5=NC(=CS5)C6=NC(=CS6)C(=O)NCCC[S+](C)C)O. Cell line: NCIH23. Synergy scores: CSS=47.9, Synergy_ZIP=-3.01, Synergy_Bliss=-3.70, Synergy_Loewe=0.0402, Synergy_HSA=0.730. (3) Drug 1: C1CCC(C1)C(CC#N)N2C=C(C=N2)C3=C4C=CNC4=NC=N3. Drug 2: CCN(CC)CCCC(C)NC1=C2C=C(C=CC2=NC3=C1C=CC(=C3)Cl)OC. Cell line: HCC-2998. Synergy scores: CSS=41.8, Synergy_ZIP=7.99, Synergy_Bliss=4.35, Synergy_Loewe=-14.8, Synergy_HSA=0.958. (4) Drug 1: CNC(=O)C1=CC=CC=C1SC2=CC3=C(C=C2)C(=NN3)C=CC4=CC=CC=N4. Drug 2: C1=CC(=C2C(=C1NCCNCCO)C(=O)C3=C(C=CC(=C3C2=O)O)O)NCCNCCO. Cell line: RPMI-8226. Synergy scores: CSS=42.0, Synergy_ZIP=6.62, Synergy_Bliss=4.81, Synergy_Loewe=-23.5, Synergy_HSA=1.85. (5) Drug 1: C1CC(=O)NC(=O)C1N2CC3=C(C2=O)C=CC=C3N. Drug 2: CCCS(=O)(=O)NC1=C(C(=C(C=C1)F)C(=O)C2=CNC3=C2C=C(C=N3)C4=CC=C(C=C4)Cl)F. Cell line: NCI/ADR-RES. Synergy scores: CSS=0.882, Synergy_ZIP=-1.28, Synergy_Bliss=-3.95, Synergy_Loewe=-3.42, Synergy_HSA=-4.84. (6) Drug 1: CNC(=O)C1=NC=CC(=C1)OC2=CC=C(C=C2)NC(=O)NC3=CC(=C(C=C3)Cl)C(F)(F)F. Drug 2: CCN(CC)CCCC(C)NC1=C2C=C(C=CC2=NC3=C1C=CC(=C3)Cl)OC. Cell line: OVCAR3. Synergy scores: CSS=4.32, Synergy_ZIP=-0.307, Synergy_Bliss=-9.26, Synergy_Loewe=-32.7, Synergy_HSA=-12.6. (7) Drug 1: CC1=C2C(C(=O)C3(C(CC4C(C3C(C(C2(C)C)(CC1OC(=O)C(C(C5=CC=CC=C5)NC(=O)OC(C)(C)C)O)O)OC(=O)C6=CC=CC=C6)(CO4)OC(=O)C)OC)C)OC. Drug 2: CC1=C(C=C(C=C1)C(=O)NC2=CC(=CC(=C2)C(F)(F)F)N3C=C(N=C3)C)NC4=NC=CC(=N4)C5=CN=CC=C5. Cell line: HCC-2998. Synergy scores: CSS=67.1, Synergy_ZIP=15.2, Synergy_Bliss=14.6, Synergy_Loewe=-20.7, Synergy_HSA=11.6. (8) Drug 1: CN1CCC(CC1)COC2=C(C=C3C(=C2)N=CN=C3NC4=C(C=C(C=C4)Br)F)OC. Drug 2: C1=NC2=C(N1)C(=S)N=CN2. Cell line: SK-MEL-28. Synergy scores: CSS=-5.09, Synergy_ZIP=-0.980, Synergy_Bliss=-4.19, Synergy_Loewe=-10.8, Synergy_HSA=-8.05. (9) Drug 1: CNC(=O)C1=NC=CC(=C1)OC2=CC=C(C=C2)NC(=O)NC3=CC(=C(C=C3)Cl)C(F)(F)F. Drug 2: C1=CN(C=N1)CC(O)(P(=O)(O)O)P(=O)(O)O. Cell line: MDA-MB-231. Synergy scores: CSS=3.23, Synergy_ZIP=-0.536, Synergy_Bliss=-0.103, Synergy_Loewe=-3.14, Synergy_HSA=-2.66.